This data is from Forward reaction prediction with 1.9M reactions from USPTO patents (1976-2016). The task is: Predict the product of the given reaction. (1) Given the reactants Br[C:2]1[CH:3]=[C:4]([O:9][CH2:10][C:11]2[CH:16]=[CH:15][CH:14]=[CH:13][C:12]=2[C:17]([F:20])([F:19])[F:18])[C:5]([NH2:8])=[N:6][CH:7]=1.[C:21]([C:24]1[CH:29]=[CH:28][C:27](B(O)O)=[CH:26][CH:25]=1)([OH:23])=[O:22].C(=O)([O-])[O-].[K+].[K+].CN(C)C=O, predict the reaction product. The product is: [NH2:8][C:5]1[N:6]=[CH:7][C:2]([C:27]2[CH:28]=[CH:29][C:24]([C:21]([OH:23])=[O:22])=[CH:25][CH:26]=2)=[CH:3][C:4]=1[O:9][CH2:10][C:11]1[CH:16]=[CH:15][CH:14]=[CH:13][C:12]=1[C:17]([F:20])([F:19])[F:18]. (2) Given the reactants [F:1][C:2]1[C:7]([C:8]([O:10][CH3:11])=[O:9])=[C:6]([CH3:12])[C:5]([N+:13]([O-])=O)=[CH:4][CH:3]=1, predict the reaction product. The product is: [NH2:13][C:5]1[C:6]([CH3:12])=[C:7]([C:2]([F:1])=[CH:3][CH:4]=1)[C:8]([O:10][CH3:11])=[O:9]. (3) The product is: [Cl:37][C:36]1[C:24]([F:23])=[CH:25][C:7]2[CH:8]=[C:9]3[CH2:1][NH:16][CH2:15][CH2:14][N:10]3[C:11]=2[CH:12]=1. Given the reactants [CH2:1]=O.ClC1[C:12](F)=[C:11]2[C:7]([CH:8]=[CH:9][N:10]2[CH2:14][CH2:15][NH2:16])=CC=1.S([O-])([O-])(=O)=O.[Mg+2].[F:23][C:24](F)(F)[C:25](O)=O.C(=O)([O-])O.[Na+].Cl[CH2:36][Cl:37], predict the reaction product. (4) Given the reactants [N+:1]([CH2:4][CH2:5][O:6][CH:7]1[CH2:12][CH2:11][CH2:10][CH2:9][O:8]1)([O-:3])=O.[CH2:13]([O:15][C:16](=[O:26])[C:17]#[C:18][C:19]1[CH:24]=[CH:23][CH:22]=[CH:21][C:20]=1[Cl:25])[CH3:14].C1(N=C=O)C=CC(N=C=O)=CC=1.C(N(CC)CC)C, predict the reaction product. The product is: [CH2:13]([O:15][C:16]([C:17]1[C:4]([CH2:5][O:6][CH:7]2[CH2:12][CH2:11][CH2:10][CH2:9][O:8]2)=[N:1][O:3][C:18]=1[C:19]1[CH:24]=[CH:23][CH:22]=[CH:21][C:20]=1[Cl:25])=[O:26])[CH3:14]. (5) The product is: [Br:1][C:2]1[C:7]([O:8][CH3:9])=[CH:6][C:5]([CH2:10][O:11][CH3:17])=[CH:4][C:3]=1[O:12][CH3:13]. Given the reactants [Br:1][C:2]1[C:7]([O:8][CH3:9])=[CH:6][C:5]([CH2:10][OH:11])=[CH:4][C:3]=1[O:12][CH3:13].[H-].[Na+].I[CH3:17], predict the reaction product. (6) Given the reactants [Cl:1][C:2]1[CH:10]=[C:9]2[C:5]([CH:6]=[CH:7][NH:8]2)=[CH:4][CH:3]=1.[F:11][C:12]([F:23])([F:22])[C:13](O[C:13](=[O:14])[C:12]([F:23])([F:22])[F:11])=[O:14].O, predict the reaction product. The product is: [Cl:1][C:2]1[CH:10]=[C:9]2[C:5]([C:6]([C:13](=[O:14])[C:12]([F:23])([F:22])[F:11])=[CH:7][NH:8]2)=[CH:4][CH:3]=1. (7) Given the reactants [F:1][C:2]([F:48])([F:47])[C:3]1[CH:4]=[C:5]([CH:40]=[C:41]([C:43]([F:46])([F:45])[F:44])[CH:42]=1)[CH2:6][N:7]([CH2:21][C:22]1[C:23]([N:32]([CH2:36][CH:37]2[CH2:39][CH2:38]2)[CH2:33][CH2:34][CH3:35])=[N:24][C:25]2[C:30]([CH:31]=1)=[CH:29][CH:28]=[CH:27][CH:26]=2)[C:8]1[N:9]=[N:10][N:11]([CH2:13][C:14]([CH3:20])([CH3:19])[C:15]([O:17]C)=[O:16])[N:12]=1.O.[OH-].[Li+], predict the reaction product. The product is: [F:45][C:43]([F:44])([F:46])[C:41]1[CH:40]=[C:5]([CH:4]=[C:3]([C:2]([F:48])([F:47])[F:1])[CH:42]=1)[CH2:6][N:7]([CH2:21][C:22]1[C:23]([N:32]([CH2:36][CH:37]2[CH2:39][CH2:38]2)[CH2:33][CH2:34][CH3:35])=[N:24][C:25]2[C:30]([CH:31]=1)=[CH:29][CH:28]=[CH:27][CH:26]=2)[C:8]1[N:9]=[N:10][N:11]([CH2:13][C:14]([CH3:19])([CH3:20])[C:15]([OH:17])=[O:16])[N:12]=1.